Predict the product of the given reaction. From a dataset of Forward reaction prediction with 1.9M reactions from USPTO patents (1976-2016). The product is: [C:1]([O:5][C:6]([N:8]1[CH2:17][CH2:16][C:15]2[C:14]([O:18][C:19]3[CH:20]=[C:21]4[C:25](=[CH:26][CH:27]=3)[N:24]([C:37](=[O:36])[NH:38][C:39]3[CH:44]=[C:43]([C:45]([F:48])([F:47])[F:46])[CH:42]=[C:41]([C:49]#[N:50])[CH:40]=3)[CH:23]=[CH:22]4)=[N:13][CH:12]=[N:11][C:10]=2[CH2:9]1)=[O:7])([CH3:4])([CH3:2])[CH3:3]. Given the reactants [C:1]([O:5][C:6]([N:8]1[CH2:17][CH2:16][C:15]2[C:14]([O:18][C:19]3[CH:20]=[C:21]4[C:25](=[CH:26][CH:27]=3)[NH:24][CH:23]=[CH:22]4)=[N:13][CH:12]=[N:11][C:10]=2[CH2:9]1)=[O:7])([CH3:4])([CH3:3])[CH3:2].[H-].[Na+].C1([O:36][C:37](=O)[NH:38][C:39]2[CH:44]=[C:43]([C:45]([F:48])([F:47])[F:46])[CH:42]=[C:41]([C:49]#[N:50])[CH:40]=2)C=CC=CC=1, predict the reaction product.